From a dataset of Forward reaction prediction with 1.9M reactions from USPTO patents (1976-2016). Predict the product of the given reaction. (1) Given the reactants FC(F)(F)C(O)=O.[C:8]([C:10]1[CH:15]=[CH:14][C:13]([N:16]2[C:20](=[O:21])[C@@:19]([CH2:28][O:29][C:30](=[O:43])[C@@H:31]([NH:35]C(OC(C)(C)C)=O)[CH:32]([CH3:34])[CH3:33])([C:22]3[CH:27]=[CH:26][CH:25]=[CH:24][CH:23]=3)[N:18]([CH3:44])[C:17]2=[O:45])=[CH:12][C:11]=1[C:46]([F:49])([F:48])[F:47])#[N:9].C1(C)C=CC=CC=1.[Cl:57]CCl, predict the reaction product. The product is: [Cl-:57].[C:8]([C:10]1[CH:15]=[CH:14][C:13]([N:16]2[C:20](=[O:21])[C:19]([CH2:28][O:29][C:30](=[O:43])[C@@H:31]([NH3+:35])[CH:32]([CH3:34])[CH3:33])([C:22]3[CH:23]=[CH:24][CH:25]=[CH:26][CH:27]=3)[N:18]([CH3:44])[C:17]2=[O:45])=[CH:12][C:11]=1[C:46]([F:48])([F:47])[F:49])#[N:9]. (2) Given the reactants [I-].[C:2]([O:10][CH2:11][Zn+])(=[O:9])[C:3]1[CH:8]=[CH:7][CH:6]=[CH:5][CH:4]=1.Br[C:14]1[CH:19]=[CH:18][C:17]([Cl:20])=[CH:16][N:15]=1, predict the reaction product. The product is: [C:2]([O:10][CH2:11][C:14]1[CH:19]=[CH:18][C:17]([Cl:20])=[CH:16][N:15]=1)(=[O:9])[C:3]1[CH:8]=[CH:7][CH:6]=[CH:5][CH:4]=1. (3) Given the reactants [CH3:1][N:2]1[C:6]([C:7]2[CH:16]=[CH:15][C:10]([C:11]([O:13]C)=[O:12])=[CH:9][CH:8]=2)=[CH:5][N:4]=[N:3]1.[OH-].[Na+], predict the reaction product. The product is: [CH3:1][N:2]1[C:6]([C:7]2[CH:16]=[CH:15][C:10]([C:11]([OH:13])=[O:12])=[CH:9][CH:8]=2)=[CH:5][N:4]=[N:3]1. (4) Given the reactants [CH:1]1([CH:6]([OH:10])[C:7]([OH:9])=O)[CH2:5][CH2:4][CH2:3][CH2:2]1.Cl.N[C@H](C([C:17]1([NH2:40])[C:23](=[O:24])[N:22]([CH2:25][C:26]([CH3:29])([CH3:28])[CH3:27])[C:21]2[CH:30]=[CH:31][CH:32]=[CH:33][C:20]=2[N:19]([CH2:34][C:35]([CH3:38])([CH3:37])[CH3:36])[C:18]1=[O:39])=O)C, predict the reaction product. The product is: [CH:1]1([CH:6]([OH:10])[C:7]([NH:40][C@H:17]([C:23]([NH:40][CH:17]2[C:18](=[O:39])[N:19]([CH2:34][C:35]([CH3:38])([CH3:37])[CH3:36])[C:20]3[CH:33]=[CH:32][CH:31]=[CH:30][C:21]=3[N:22]([CH2:25][C:26]([CH3:28])([CH3:27])[CH3:29])[C:23]2=[O:24])=[O:24])[CH3:18])=[O:9])[CH2:2][CH2:3][CH2:4][CH2:5]1. (5) The product is: [F:8][C:7]1[CH:6]=[CH:5][C:4]([CH2:9][OH:10])=[CH:3][C:2]=1[N:1]1[C:16]([CH3:18])=[CH:17][C:12]([OH:11])=[CH:13][C:14]1=[O:15]. Given the reactants [NH2:1][C:2]1[CH:3]=[C:4]([CH2:9][OH:10])[CH:5]=[CH:6][C:7]=1[F:8].[OH:11][C:12]1[CH:17]=[C:16]([CH3:18])[O:15][C:14](=O)[CH:13]=1, predict the reaction product. (6) Given the reactants [N:1]([O-])=O.[Na+].Cl.[N+:6]([C:9]1[CH:15]=[CH:14][C:12]([NH2:13])=[CH:11][CH:10]=1)([O-:8])=[O:7].[CH3:16][O:17][C:18]1[C:26]2[O:25][C:24]([CH3:28])([CH3:27])[CH2:23][C:22]=2[C:21]([CH3:29])=[CH:20][C:19]=1[CH3:30], predict the reaction product. The product is: [CH3:16][O:17][C:18]1[C:26]2[O:25][C:24]([CH3:27])([CH3:28])[CH2:23][C:22]=2[C:21]([CH3:29])=[C:20]([N:1]=[N:13][C:12]2[CH:14]=[CH:15][C:9]([N+:6]([O-:8])=[O:7])=[CH:10][CH:11]=2)[C:19]=1[CH3:30]. (7) Given the reactants [C:1](=[O:4])([O-])[O-].[K+].[K+].CI.[Br:9][C:10]1[CH:15]=[C:14]([CH2:16][CH3:17])[C:13](O)=[C:12]([Cl:19])[CH:11]=1, predict the reaction product. The product is: [Br:9][C:10]1[CH:15]=[C:14]([CH2:16][CH3:17])[C:13]([O:4][CH3:1])=[C:12]([Cl:19])[CH:11]=1. (8) Given the reactants [Cl:1][C:2]1[C:10]([NH:11][S:12]([C:15]2[S:16][CH:17]=[CH:18][CH:19]=2)(=[O:14])=[O:13])=[C:9]2[C:5]([CH:6]=[C:7]([C:20]([OH:22])=O)[NH:8]2)=[CH:4][CH:3]=1.[N:23]1(O)C2C=CC=CC=2N=N1.Cl.CN(C)CCCN=C=NCC.N.C(O)(=O)CC(CC(O)=O)(C(O)=O)O, predict the reaction product. The product is: [Cl:1][C:2]1[C:10]([NH:11][S:12]([C:15]2[S:16][CH:17]=[CH:18][CH:19]=2)(=[O:14])=[O:13])=[C:9]2[C:5]([CH:6]=[C:7]([C:20]([NH2:23])=[O:22])[NH:8]2)=[CH:4][CH:3]=1.